From a dataset of NCI-60 drug combinations with 297,098 pairs across 59 cell lines. Regression. Given two drug SMILES strings and cell line genomic features, predict the synergy score measuring deviation from expected non-interaction effect. (1) Cell line: SNB-19. Synergy scores: CSS=33.9, Synergy_ZIP=4.50, Synergy_Bliss=6.34, Synergy_Loewe=-26.5, Synergy_HSA=4.73. Drug 2: CCC1(C2=C(COC1=O)C(=O)N3CC4=CC5=C(C=CC(=C5CN(C)C)O)N=C4C3=C2)O.Cl. Drug 1: CN1C2=C(C=C(C=C2)N(CCCl)CCCl)N=C1CCCC(=O)O.Cl. (2) Drug 1: CC1=C(N=C(N=C1N)C(CC(=O)N)NCC(C(=O)N)N)C(=O)NC(C(C2=CN=CN2)OC3C(C(C(C(O3)CO)O)O)OC4C(C(C(C(O4)CO)O)OC(=O)N)O)C(=O)NC(C)C(C(C)C(=O)NC(C(C)O)C(=O)NCCC5=NC(=CS5)C6=NC(=CS6)C(=O)NCCC[S+](C)C)O. Drug 2: CNC(=O)C1=NC=CC(=C1)OC2=CC=C(C=C2)NC(=O)NC3=CC(=C(C=C3)Cl)C(F)(F)F. Cell line: LOX IMVI. Synergy scores: CSS=15.4, Synergy_ZIP=-0.841, Synergy_Bliss=1.54, Synergy_Loewe=-20.0, Synergy_HSA=-0.428. (3) Drug 1: C1=NC2=C(N1)C(=S)N=C(N2)N. Drug 2: CCCCCOC(=O)NC1=NC(=O)N(C=C1F)C2C(C(C(O2)C)O)O. Cell line: KM12. Synergy scores: CSS=47.3, Synergy_ZIP=2.02, Synergy_Bliss=3.11, Synergy_Loewe=-36.3, Synergy_HSA=3.58. (4) Drug 1: CC1C(C(CC(O1)OC2CC(OC(C2O)C)OC3=CC4=CC5=C(C(=O)C(C(C5)C(C(=O)C(C(C)O)O)OC)OC6CC(C(C(O6)C)O)OC7CC(C(C(O7)C)O)OC8CC(C(C(O8)C)O)(C)O)C(=C4C(=C3C)O)O)O)O. Drug 2: C1=NC2=C(N=C(N=C2N1C3C(C(C(O3)CO)O)F)Cl)N. Cell line: HS 578T. Synergy scores: CSS=12.5, Synergy_ZIP=-2.01, Synergy_Bliss=-3.89, Synergy_Loewe=-2.89, Synergy_HSA=-1.80. (5) Drug 1: C1CC(C1)(C(=O)O)C(=O)O.[NH2-].[NH2-].[Pt+2]. Drug 2: CC1=C(C=C(C=C1)C(=O)NC2=CC(=CC(=C2)C(F)(F)F)N3C=C(N=C3)C)NC4=NC=CC(=N4)C5=CN=CC=C5. Cell line: UACC-257. Synergy scores: CSS=-0.201, Synergy_ZIP=-0.404, Synergy_Bliss=-1.24, Synergy_Loewe=-1.47, Synergy_HSA=-1.32. (6) Drug 1: C1CN1C2=NC(=NC(=N2)N3CC3)N4CC4. Drug 2: C1=C(C(=O)NC(=O)N1)N(CCCl)CCCl. Cell line: TK-10. Synergy scores: CSS=10.8, Synergy_ZIP=-7.97, Synergy_Bliss=-3.53, Synergy_Loewe=-4.40, Synergy_HSA=-1.69.